From a dataset of Peptide-MHC class I binding affinity with 185,985 pairs from IEDB/IMGT. Regression. Given a peptide amino acid sequence and an MHC pseudo amino acid sequence, predict their binding affinity value. This is MHC class I binding data. (1) The peptide sequence is LYLVCGERG. The MHC is H-2-Kd with pseudo-sequence H-2-Kd. The binding affinity (normalized) is 0. (2) The peptide sequence is KAFGLYKSI. The MHC is HLA-A24:02 with pseudo-sequence HLA-A24:02. The binding affinity (normalized) is 0.331. (3) The peptide sequence is AEIVDTVSAL. The MHC is HLA-B45:01 with pseudo-sequence HLA-B45:01. The binding affinity (normalized) is 0.477. (4) The peptide sequence is QFKQDAKYSH. The MHC is HLA-A03:01 with pseudo-sequence HLA-A03:01. The binding affinity (normalized) is 0. (5) The peptide sequence is SVSIILANER. The MHC is HLA-A11:01 with pseudo-sequence HLA-A11:01. The binding affinity (normalized) is 0.598. (6) The peptide sequence is MTACGRIVV. The MHC is HLA-B58:01 with pseudo-sequence HLA-B58:01. The binding affinity (normalized) is 0.213.